This data is from Catalyst prediction with 721,799 reactions and 888 catalyst types from USPTO. The task is: Predict which catalyst facilitates the given reaction. (1) Reactant: [N:1]([CH:4]1[CH2:8][CH2:7][C:6](=[O:9])[CH2:5]1)=[N+:2]=[N-:3].[BH4-].[Na+]. Product: [N:1]([CH:4]1[CH2:8][CH2:7][CH:6]([OH:9])[CH2:5]1)=[N+:2]=[N-:3]. The catalyst class is: 5. (2) Reactant: [NH:1]1[CH2:4][CH:3]([NH:5][C:6]([NH:8][C:9]2[CH:14]=[CH:13][C:12]([O:15][C:16]3[CH:21]=[CH:20][N:19]=[C:18]4[CH:22]=[C:23]([C:25]5[CH:30]=[CH:29][C:28]([CH:31]=[O:32])=[CH:27][N:26]=5)[S:24][C:17]=34)=[C:11]([F:33])[CH:10]=2)=[O:7])[CH2:2]1.N1C=CC=CC=1.[CH3:40][C:41](OC(C)=O)=[O:42]. Product: [C:41]([N:1]1[CH2:2][CH:3]([NH:5][C:6]([NH:8][C:9]2[CH:14]=[CH:13][C:12]([O:15][C:16]3[CH:21]=[CH:20][N:19]=[C:18]4[CH:22]=[C:23]([C:25]5[CH:30]=[CH:29][C:28]([CH:31]=[O:32])=[CH:27][N:26]=5)[S:24][C:17]=34)=[C:11]([F:33])[CH:10]=2)=[O:7])[CH2:4]1)(=[O:42])[CH3:40]. The catalyst class is: 1. (3) The catalyst class is: 9. Product: [C:1]([O:5][C:6]([NH:8][CH2:9][C@H:10]1[CH2:11][CH2:12][C@H:13]([C:16]([NH:18][C@@H:19]([CH2:20][C:21]2[CH:26]=[CH:25][C:24]([C:27]3[CH:32]=[CH:31][C:30]([C:33](=[O:35])[NH:61][C@@H:62]4[CH2:66][C@@H:65]([CH2:67][OH:68])[NH:64][C:63]4=[O:69])=[CH:29][C:28]=3[CH3:36])=[CH:23][CH:22]=2)[C:37]([NH:39][C:40]2[CH:41]=[CH:42][C:43]([C:46]3[NH:50][N:49]=[C:48]([C:51]([F:59])([F:58])[C:52]([F:54])([F:53])[C:55]([OH:57])=[O:56])[N:47]=3)=[CH:44][CH:45]=2)=[O:38])=[O:17])[CH2:14][CH2:15]1)=[O:7])([CH3:3])([CH3:2])[CH3:4]. Reactant: [C:1]([O:5][C:6]([NH:8][CH2:9][C@H:10]1[CH2:15][CH2:14][C@H:13]([C:16]([NH:18][C@H:19]([C:37]([NH:39][C:40]2[CH:45]=[CH:44][C:43]([C:46]3[NH:50][N:49]=[C:48]([C:51]([F:59])([F:58])[C:52]([C:55]([OH:57])=[O:56])([F:54])[F:53])[N:47]=3)=[CH:42][CH:41]=2)=[O:38])[CH2:20][C:21]2[CH:26]=[CH:25][C:24]([C:27]3[CH:32]=[CH:31][C:30]([C:33]([OH:35])=O)=[CH:29][C:28]=3[CH3:36])=[CH:23][CH:22]=2)=[O:17])[CH2:12][CH2:11]1)=[O:7])([CH3:4])([CH3:3])[CH3:2].Cl.[NH2:61][C@@H:62]1[CH2:66][C@@H:65]([CH2:67][OH:68])[NH:64][C:63]1=[O:69].C(N(CC)C(C)C)(C)C.F[P-](F)(F)(F)(F)F.CN(C(ON1C2=NC=CC=C2N=N1)=[N+](C)C)C. (4) Reactant: [N+:1]([C:4]1[CH:9]=[CH:8][CH:7]=[CH:6][C:5]=1[OH:10])([O-:3])=[O:2].Br[CH:12]([C:19]1[CH:24]=[CH:23][CH:22]=[CH:21][CH:20]=1)[C:13]1[CH:18]=[CH:17][CH:16]=[CH:15][CH:14]=1.[K].C([O-])([O-])=O.[K+].[K+]. Product: [CH:12]([O:10][C:5]1[CH:6]=[CH:7][CH:8]=[CH:9][C:4]=1[N+:1]([O-:3])=[O:2])([C:13]1[CH:18]=[CH:17][CH:16]=[CH:15][CH:14]=1)[C:19]1[CH:24]=[CH:23][CH:22]=[CH:21][CH:20]=1. The catalyst class is: 21. (5) Reactant: [Cl:1][C:2]1[CH:3]=[CH:4][C:5]([C:8]2[CH2:9][CH2:10][C:11](=[O:14])[NH:12][N:13]=2)=[N:6][CH:7]=1.C(O)(=O)C.BrBr. Product: [Cl:1][C:2]1[CH:3]=[CH:4][C:5]([C:8]2[CH:9]=[CH:10][C:11](=[O:14])[NH:12][N:13]=2)=[N:6][CH:7]=1. The catalyst class is: 6. (6) Reactant: C(OC([N:8]1[CH2:12][CH2:11][CH2:10][CH:9]1[C:13]1[NH:14][C:15]([C:18]2[CH:27]=[CH:26][C:25]3[C:20](=[CH:21][CH:22]=[C:23]([Br:28])[CH:24]=3)[CH:19]=2)=[CH:16][N:17]=1)=O)(C)(C)C.[CH3:29][O:30][C:31]([NH:33][CH:34]([CH:38]([CH3:40])[CH3:39])[C:35](O)=[O:36])=[O:32].CN(C(ON1N=NC2C=CC=NC1=2)=[N+](C)C)C.F[P-](F)(F)(F)(F)F.CN1CCOCC1. Product: [CH3:29][O:30][C:31](=[O:32])[NH:33][CH:34]([C:35]([N:8]1[CH2:12][CH2:11][CH2:10][CH:9]1[C:13]1[NH:14][C:15]([C:18]2[CH:27]=[CH:26][C:25]3[C:20](=[CH:21][CH:22]=[C:23]([Br:28])[CH:24]=3)[CH:19]=2)=[CH:16][N:17]=1)=[O:36])[CH:38]([CH3:40])[CH3:39]. The catalyst class is: 3. (7) Reactant: [C:1]1([CH2:7][C:8]([C:10]2[CH:19]=[C:18]3[C:13]([C:14](=[O:25])[N:15]4[CH2:24][CH2:23][CH2:22][CH2:21][CH2:20][C:16]4=[N:17]3)=[CH:12][CH:11]=2)=[O:9])[CH:6]=[CH:5][CH:4]=[CH:3][CH:2]=1.[BH4-].[Na+]. Product: [OH:9][CH:8]([C:10]1[CH:19]=[C:18]2[C:13]([C:14](=[O:25])[N:15]3[CH2:24][CH2:23][CH2:22][CH2:21][CH2:20][C:16]3=[N:17]2)=[CH:12][CH:11]=1)[CH2:7][C:1]1[CH:2]=[CH:3][CH:4]=[CH:5][CH:6]=1. The catalyst class is: 147. (8) Reactant: C1(P(C2C=CC=CC=2)C2C=CC=CC=2)C=CC=CC=1.CC(OC(/N=N/C(OC(C)C)=O)=O)C.[CH2:34]([O:36][C:37]1[CH:38]=[C:39]([C@H:45]([N:49]2[C:57](=[O:58])[C:56]3[C:51](=[CH:52][CH:53]=[CH:54][C:55]=3[NH:59][C:60]([CH:62]3[CH2:64][CH2:63]3)=[O:61])[CH2:50]2)[CH2:46][CH2:47]O)[CH:40]=[CH:41][C:42]=1[O:43][CH3:44])[CH3:35].[CH3:65][S-].[Na+].O[O:69][S:70]([O-:72])=O.[K+]. Product: [CH2:34]([O:36][C:37]1[CH:38]=[C:39]([C@H:45]([N:49]2[C:57](=[O:58])[C:56]3[C:51](=[CH:52][CH:53]=[CH:54][C:55]=3[NH:59][C:60]([CH:62]3[CH2:64][CH2:63]3)=[O:61])[CH2:50]2)[CH2:46][CH2:47][S:70]([CH3:65])(=[O:72])=[O:69])[CH:40]=[CH:41][C:42]=1[O:43][CH3:44])[CH3:35]. The catalyst class is: 87. (9) Reactant: [F:1][C:2]1[C:10]2[C:6](=[C:7]([CH3:12])[N:8]([CH3:11])[N:9]=2)[CH:5]=[C:4]2[NH:13][C:14](=[O:24])[N:15]([C:16]3[CH:21]=[CH:20][C:19]([I:22])=[CH:18][C:17]=3[F:23])[C:3]=12.[Li+].C[Si]([N-][Si](C)(C)C)(C)C.[CH:35]1([S:38](Cl)(=[O:40])=[O:39])[CH2:37][CH2:36]1. Product: [CH:35]1([S:38]([N:13]2[C:4]3=[CH:5][C:6]4[C:10]([C:2]([F:1])=[C:3]3[N:15]([C:16]3[CH:21]=[CH:20][C:19]([I:22])=[CH:18][C:17]=3[F:23])[C:14]2=[O:24])=[N:9][N:8]([CH3:11])[C:7]=4[CH3:12])(=[O:40])=[O:39])[CH2:37][CH2:36]1. The catalyst class is: 1. (10) Reactant: [OH:1][Li].O.[CH3:4][C:5]1[CH:10]=[C:9]([CH3:11])[N:8]=[C:7]([O:12][C@H:13]2[C@:16]3([C:36]4[CH:41]=[CH:40][CH:39]=[C:38]([C:42]([F:45])([F:44])[F:43])[CH:37]=4)[C:17]4[CH:35]=[CH:34][CH:33]=[CH:32][C:18]=4[N:19]([CH2:23][C:24]4[CH:29]=[CH:28][C:27]([O:30][CH3:31])=[CH:26][CH:25]=4)[C:20](=[O:22])[CH2:21][N:15]3[C:14]2=[O:46])[N:6]=1.Cl. Product: [CH3:11][C:9]1[CH:10]=[C:5]([CH3:4])[N:6]=[C:7]([O:12][C@@H:13]([C@@:16]2([C:36]3[CH:41]=[CH:40][CH:39]=[C:38]([C:42]([F:43])([F:45])[F:44])[CH:37]=3)[NH:15][CH2:21][C:20](=[O:22])[N:19]([CH2:23][C:24]3[CH:25]=[CH:26][C:27]([O:30][CH3:31])=[CH:28][CH:29]=3)[C:18]3[CH:32]=[CH:33][CH:34]=[CH:35][C:17]2=3)[C:14]([OH:46])=[O:1])[N:8]=1. The catalyst class is: 36.